This data is from Peptide-MHC class I binding affinity with 185,985 pairs from IEDB/IMGT. The task is: Regression. Given a peptide amino acid sequence and an MHC pseudo amino acid sequence, predict their binding affinity value. This is MHC class I binding data. (1) The peptide sequence is LVYFSTQQNK. The MHC is HLA-A11:01 with pseudo-sequence HLA-A11:01. The binding affinity (normalized) is 0.959. (2) The peptide sequence is LVRDITESL. The MHC is HLA-A29:02 with pseudo-sequence HLA-A29:02. The binding affinity (normalized) is 0.0847. (3) The peptide sequence is EASTWLDIF. The MHC is HLA-B51:01 with pseudo-sequence HLA-B51:01. The binding affinity (normalized) is 0.0847. (4) The peptide sequence is LLTDTIESAK. The MHC is HLA-A03:01 with pseudo-sequence HLA-A03:01. The binding affinity (normalized) is 0.515. (5) The peptide sequence is AVINTTCNYGQ. The MHC is HLA-B45:01 with pseudo-sequence HLA-B45:01. The binding affinity (normalized) is 0.139. (6) The peptide sequence is KVIQPRVEK. The MHC is HLA-B07:02 with pseudo-sequence HLA-B07:02. The binding affinity (normalized) is 0.0847.